This data is from Peptide-MHC class I binding affinity with 185,985 pairs from IEDB/IMGT. The task is: Regression. Given a peptide amino acid sequence and an MHC pseudo amino acid sequence, predict their binding affinity value. This is MHC class I binding data. The peptide sequence is ALFSGVSWV. The MHC is HLA-A02:17 with pseudo-sequence HLA-A02:17. The binding affinity (normalized) is 0.435.